From a dataset of Reaction yield outcomes from USPTO patents with 853,638 reactions. Predict the reaction yield, written as a fraction of the theoretical maximum amount of product (1.0 means a 100% yield; for example, 0.34 means a 34% yield). (1) The reactants are S(O)(O)(=O)=[O:2].[NH2:6][C:7]1[NH:8][CH:9]=[CH:10][N:11]=1.N#N.CC[N:16]([CH:20](C)C)C(C)C.NC[CH2:25][C:26]1[CH:27]=[CH:28][C:29]([CH2:34][N:35]([CH2:46][C:47]2[C:52]([CH3:53])=[CH:51][C:50]([CH3:54])=[CH:49][N:48]=2)[CH:36]2[C:45]3[C:40](=[CH:41][CH:42]=[CH:43][CH:44]=3)[CH2:39][CH2:38][CH2:37]2)=[C:30]([CH2:32][OH:33])[CH:31]=1. The catalyst is C(Cl)Cl. The product is [CH3:53][C:52]1[C:47]([CH2:46][N:35]([CH2:34][C:29]2[CH:28]=[CH:27][C:26]([CH2:25][NH:16][C:20]([NH:6][C:7]3[NH:8][CH:9]=[CH:10][N:11]=3)=[O:2])=[CH:31][C:30]=2[CH2:32][OH:33])[CH:36]2[C:45]3[C:40](=[CH:41][CH:42]=[CH:43][CH:44]=3)[CH2:39][CH2:38][CH2:37]2)=[N:48][CH:49]=[C:50]([CH3:54])[CH:51]=1. The yield is 0.160. (2) The reactants are [S:1]1[C:5]2[CH:6]=[CH:7][CH:8]=[CH:9][C:4]=2[NH:3][C:2]1=[C:10]([C:13]1[N:18]=[CH:17][CH:16]=[CH:15][N:14]=1)[C:11]#[N:12].[OH-:19].[Na+]. The catalyst is S(=O)(=O)(O)O. The product is [S:1]1[C:5]2[CH:6]=[CH:7][CH:8]=[CH:9][C:4]=2[NH:3][C:2]1=[C:10]([C:13]1[N:14]=[CH:15][CH:16]=[CH:17][N:18]=1)[C:11]([NH2:12])=[O:19]. The yield is 0.400.